Dataset: NCI-60 drug combinations with 297,098 pairs across 59 cell lines. Task: Regression. Given two drug SMILES strings and cell line genomic features, predict the synergy score measuring deviation from expected non-interaction effect. (1) Drug 1: CC1=CC2C(CCC3(C2CCC3(C(=O)C)OC(=O)C)C)C4(C1=CC(=O)CC4)C. Drug 2: CCN(CC)CCCC(C)NC1=C2C=C(C=CC2=NC3=C1C=CC(=C3)Cl)OC. Cell line: EKVX. Synergy scores: CSS=16.0, Synergy_ZIP=-7.84, Synergy_Bliss=-3.48, Synergy_Loewe=-24.5, Synergy_HSA=0.472. (2) Drug 1: C1CN1P(=S)(N2CC2)N3CC3. Drug 2: CC1CCC2CC(C(=CC=CC=CC(CC(C(=O)C(C(C(=CC(C(=O)CC(OC(=O)C3CCCCN3C(=O)C(=O)C1(O2)O)C(C)CC4CCC(C(C4)OC)O)C)C)O)OC)C)C)C)OC. Cell line: UACC62. Synergy scores: CSS=5.69, Synergy_ZIP=-3.49, Synergy_Bliss=-2.44, Synergy_Loewe=-12.6, Synergy_HSA=-1.61. (3) Drug 1: CC12CCC(CC1=CCC3C2CCC4(C3CC=C4C5=CN=CC=C5)C)O. Drug 2: CC12CCC3C(C1CCC2OP(=O)(O)O)CCC4=C3C=CC(=C4)OC(=O)N(CCCl)CCCl.[Na+]. Cell line: RXF 393. Synergy scores: CSS=12.7, Synergy_ZIP=-3.52, Synergy_Bliss=-0.591, Synergy_Loewe=-29.5, Synergy_HSA=0.752. (4) Drug 1: C1CN1C2=NC(=NC(=N2)N3CC3)N4CC4. Drug 2: CC12CCC3C(C1CCC2=O)CC(=C)C4=CC(=O)C=CC34C. Cell line: HOP-62. Synergy scores: CSS=31.0, Synergy_ZIP=1.98, Synergy_Bliss=3.08, Synergy_Loewe=-3.21, Synergy_HSA=-0.882.